From a dataset of Full USPTO retrosynthesis dataset with 1.9M reactions from patents (1976-2016). Predict the reactants needed to synthesize the given product. Given the product [CH2:1]([N:8]([CH2:29][CH2:30][CH2:31][CH2:32][CH3:33])[CH2:9][CH:10]([C:12]1[CH:27]=[CH:26][C:15]([O:16][C:17]2[CH:25]=[CH:24][C:20]([C:21]([NH2:23])=[O:22])=[CH:19][N:18]=2)=[CH:14][CH:13]=1)[CH3:11])[C:2]1[CH:3]=[CH:4][CH:5]=[CH:6][CH:7]=1, predict the reactants needed to synthesize it. The reactants are: [CH2:1]([NH:8][CH2:9][CH:10]([C:12]1[CH:27]=[CH:26][C:15]([O:16][C:17]2[CH:25]=[CH:24][C:20]([C:21]([NH2:23])=[O:22])=[CH:19][N:18]=2)=[CH:14][CH:13]=1)[CH3:11])[C:2]1[CH:7]=[CH:6][CH:5]=[CH:4][CH:3]=1.Br[CH2:29][CH2:30][CH2:31][CH2:32][CH3:33].